Dataset: Peptide-MHC class I binding affinity with 185,985 pairs from IEDB/IMGT. Task: Regression. Given a peptide amino acid sequence and an MHC pseudo amino acid sequence, predict their binding affinity value. This is MHC class I binding data. (1) The peptide sequence is RSCTLPPLRY. The MHC is HLA-A30:02 with pseudo-sequence HLA-A30:02. The binding affinity (normalized) is 0.746. (2) The binding affinity (normalized) is 0.534. The MHC is HLA-A68:01 with pseudo-sequence HLA-A68:01. The peptide sequence is VTTKDYFSFK. (3) The peptide sequence is QLFKPLTKK. The MHC is HLA-A02:06 with pseudo-sequence HLA-A02:06. The binding affinity (normalized) is 0. (4) The peptide sequence is RKIYDLIEL. The MHC is HLA-A30:02 with pseudo-sequence HLA-A30:02. The binding affinity (normalized) is 0. (5) The peptide sequence is KISLNEILT. The MHC is HLA-A02:03 with pseudo-sequence HLA-A02:03. The binding affinity (normalized) is 0.221. (6) The peptide sequence is KIFKVTGEF. The MHC is HLA-A69:01 with pseudo-sequence HLA-A69:01. The binding affinity (normalized) is 0.0847. (7) The peptide sequence is CTLNFPISPI. The MHC is HLA-A02:01 with pseudo-sequence HLA-A02:01. The binding affinity (normalized) is 0.539. (8) The peptide sequence is AIIRILQQL. The MHC is HLA-A26:01 with pseudo-sequence HLA-A26:01. The binding affinity (normalized) is 0. (9) The peptide sequence is SIPTAGLVAV. The MHC is HLA-A02:03 with pseudo-sequence HLA-A02:03. The binding affinity (normalized) is 0.607.